Dataset: Reaction yield outcomes from USPTO patents with 853,638 reactions. Task: Predict the reaction yield, written as a fraction of the theoretical maximum amount of product (1.0 means a 100% yield; for example, 0.34 means a 34% yield). (1) The reactants are [N+:1]([C:4]1[O:8][C:7]([CH:9]=O)=[CH:6][CH:5]=1)([O-:3])=[O:2].S(=O)(=O)(O)O.[F:16][C:17]1[CH:18]=[C:19]2[C:24](=[CH:25][C:26]=1[N:27]1[CH2:32][CH2:31][N:30]([CH3:33])[CH2:29][CH2:28]1)[N:23]=[C:22]([CH3:34])[NH:21][C:20]2=[O:35].C(OCC)(=O)C. The catalyst is C(O)(=O)C. The product is [F:16][C:17]1[CH:18]=[C:19]2[C:24](=[CH:25][C:26]=1[N:27]1[CH2:32][CH2:31][N:30]([CH3:33])[CH2:29][CH2:28]1)[N:23]=[C:22]([CH:34]=[CH:9][C:7]1[O:8][C:4]([N+:1]([O-:3])=[O:2])=[CH:5][CH:6]=1)[NH:21][C:20]2=[O:35]. The yield is 1.00. (2) The reactants are [CH3:1][C:2]1[CH:3]=[C:4]([C:24]#[C:25][CH2:26][N:27]2[CH2:32][CH2:31][N:30]([CH3:33])[CH2:29][CH2:28]2)[CH:5]=[C:6]2[C:10]=1[C:9](=[O:11])[N:8]([CH2:12][C:13]1[CH:18]=[CH:17][C:16]([O:19][C:20]([F:23])([F:22])[F:21])=[CH:15][CH:14]=1)[CH2:7]2.[H][H].C(Cl)(Cl)Cl.CO. The catalyst is C(O)C.[C].[Pd]. The product is [CH3:1][C:2]1[CH:3]=[C:4]([CH2:24][CH2:25][CH2:26][N:27]2[CH2:32][CH2:31][N:30]([CH3:33])[CH2:29][CH2:28]2)[CH:5]=[C:6]2[C:10]=1[C:9](=[O:11])[N:8]([CH2:12][C:13]1[CH:18]=[CH:17][C:16]([O:19][C:20]([F:23])([F:21])[F:22])=[CH:15][CH:14]=1)[CH2:7]2. The yield is 0.950. (3) The reactants are [CH3:1][C:2]1[CH:3]=[CH:4][C:5]2[N:6]([C:8]([CH2:18][C:19]([OH:21])=[O:20])=[C:9]([C:11]3[CH:16]=[CH:15][C:14]([CH3:17])=[CH:13][CH:12]=3)[N:10]=2)[CH:7]=1.[CH3:22]O. No catalyst specified. The product is [CH3:22][O:20][C:19](=[O:21])[CH2:18][C:8]1[N:6]2[CH:7]=[C:2]([CH3:1])[CH:3]=[CH:4][C:5]2=[N:10][C:9]=1[C:11]1[CH:16]=[CH:15][C:14]([CH3:17])=[CH:13][CH:12]=1. The yield is 0.800. (4) The reactants are C([O-])(=O)C.C([O-])(=O)C.[CH3:9][O:10][C:11]1[CH:16]=[CH:15][C:14]([IH+:17])=[CH:13][CH:12]=1.[CH3:18][O:19][C:20]1[CH:25]=[CH:24][C:23]([IH+])=[CH:22][CH:21]=1.[F:27][C:28]([F:33])([F:32])[C:29]([OH:31])=[O:30].C1(OC)C=CC=CC=1. The catalyst is ClCCl. The product is [F:27][C:28]([F:33])([F:32])[C:29]([O-:31])=[O:30].[CH3:9][O:10][C:11]1[CH:16]=[CH:15][C:14]([I+:17][C:23]2[CH:24]=[CH:25][C:20]([O:19][CH3:18])=[CH:21][CH:22]=2)=[CH:13][CH:12]=1. The yield is 0.710. (5) The reactants are Cl.[F:2][C:3]1([F:13])[CH2:7][NH:6][C@H:5]([CH2:8][CH2:9][C:10]([OH:12])=[O:11])[CH2:4]1.[Br:14][C:15]1[CH:20]=[C:19]([F:21])[CH:18]=[CH:17][C:16]=1[C@H:22]1[C:27]([C:28]([O:30][CH3:31])=[O:29])=[C:26]([CH2:32]Br)[NH:25][C:24]([C:34]2[S:35][CH:36]=[CH:37][N:38]=2)=[N:23]1.C(=O)([O-])[O-].[K+].[K+]. The catalyst is C(O)C. The product is [Br:14][C:15]1[CH:20]=[C:19]([F:21])[CH:18]=[CH:17][C:16]=1[C@@H:22]1[N:23]=[C:24]([C:34]2[S:35][CH:36]=[CH:37][N:38]=2)[NH:25][C:26]([CH2:32][N:6]2[CH2:7][C:3]([F:2])([F:13])[CH2:4][C@H:5]2[CH2:8][CH2:9][C:10]([OH:12])=[O:11])=[C:27]1[C:28]([O:30][CH3:31])=[O:29]. The yield is 0.400. (6) The reactants are B(Br)(Br)Br.[CH3:5][O:6][C:7]1[CH:12]=[CH:11][C:10]([C:13]([C:15]2[S:16][CH:17]=[CH:18][C:19]=2[O:20]C)=[O:14])=[CH:9][CH:8]=1.ClCCl.[OH-].[Na+]. The catalyst is O.CO. The product is [OH:20][C:19]1[CH:18]=[CH:17][S:16][C:15]=1[C:13]([C:10]1[CH:11]=[CH:12][C:7]([O:6][CH3:5])=[CH:8][CH:9]=1)=[O:14]. The yield is 0.910. (7) The reactants are [C:1]1([S:7]([N:10]2[C:14]3=[N:15][CH:16]=[C:17]([CH3:19])[CH:18]=[C:13]3[CH:12]=[C:11]2[CH:20]([OH:27])[CH2:21][CH:22]2[CH2:26][CH2:25][CH2:24][CH2:23]2)(=[O:9])=[O:8])[CH:6]=[CH:5][CH:4]=[CH:3][CH:2]=1.CC(OI1(OC(C)=O)(OC(C)=O)OC(=O)C2C=CC=CC1=2)=O. The catalyst is ClCCl. The product is [C:1]1([S:7]([N:10]2[C:14]3=[N:15][CH:16]=[C:17]([CH3:19])[CH:18]=[C:13]3[CH:12]=[C:11]2[C:20](=[O:27])[CH2:21][CH:22]2[CH2:26][CH2:25][CH2:24][CH2:23]2)(=[O:8])=[O:9])[CH:6]=[CH:5][CH:4]=[CH:3][CH:2]=1. The yield is 0.900.